Dataset: Forward reaction prediction with 1.9M reactions from USPTO patents (1976-2016). Task: Predict the product of the given reaction. (1) Given the reactants [O:1]=[S:2]1(=[O:27])[C:15]2[C:10](=[CH:11][CH:12]=[CH:13][CH:14]=2)[NH:9][C:8]2[CH:7]=[C:6]([CH:16]([CH2:20][CH:21]3[CH2:26][CH2:25][O:24][CH2:23][CH2:22]3)[C:17]([OH:19])=O)[CH:5]=[CH:4][C:3]1=2.[CH3:28][N:29]1[CH:33]=[CH:32][C:31]([NH2:34])=[N:30]1.C(N(CC)C(C)C)(C)C.CN(C(ON1N=NC2C=CC=NC1=2)=[N+](C)C)C.F[P-](F)(F)(F)(F)F.C1C=NC2N(O)N=NC=2C=1, predict the reaction product. The product is: [O:1]=[S:2]1(=[O:27])[C:15]2[C:10](=[CH:11][CH:12]=[CH:13][CH:14]=2)[NH:9][C:8]2[CH:7]=[C:6]([CH:16]([CH2:20][CH:21]3[CH2:22][CH2:23][O:24][CH2:25][CH2:26]3)[C:17]([NH:34][C:31]3[CH:32]=[CH:33][N:29]([CH3:28])[N:30]=3)=[O:19])[CH:5]=[CH:4][C:3]1=2. (2) Given the reactants [CH2:1]([O:3][C:4](=[O:29])[CH:5]([OH:28])[C:6]1[C:7]([CH3:27])=[N:8][C:9]2[C:14]([C:15]=1[C:16]1[CH:21]=[CH:20][C:19]([CH3:22])=[CH:18][CH:17]=1)=[CH:13][C:12]1[CH2:23][CH2:24][CH2:25][CH2:26][C:11]=1[CH:10]=2)[CH3:2].Cl(O)(=O)(=O)=O.C(=O)([O-])[O-].[Na+].[Na+], predict the reaction product. The product is: [CH2:1]([O:3][C:4](=[O:29])[CH:5]([O:28][C:6]([CH3:7])([CH3:15])[CH3:5])[C:6]1[C:7]([CH3:27])=[N:8][C:9]2[C:14]([C:15]=1[C:16]1[CH:21]=[CH:20][C:19]([CH3:22])=[CH:18][CH:17]=1)=[CH:13][C:12]1[CH2:23][CH2:24][CH2:25][CH2:26][C:11]=1[CH:10]=2)[CH3:2]. (3) Given the reactants ClC1C=C(C=CC=1)C(OO)=[O:6].[Cl:12][C:13]1[CH:14]=[C:15]2[C:20](=[CH:21][C:22]=1[Cl:23])[CH:19]=[N:18][CH:17]=[CH:16]2, predict the reaction product. The product is: [Cl:12][C:13]1[CH:14]=[C:15]2[C:20](=[CH:21][C:22]=1[Cl:23])[CH:19]=[N+:18]([O-:6])[CH:17]=[CH:16]2. (4) The product is: [CH3:42][S:43]([O:1][C@H:2]1[CH2:6][N:5]([C:7]([O:9][CH2:10][C:11]2[CH:16]=[CH:15][C:14]([N+:17]([O-:19])=[O:18])=[CH:13][CH:12]=2)=[O:8])[C@H:4]([C:20]([C:22]2[N:23]=[CH:24][N:25]3[CH:29]=[CH:28][S:27][C:26]=23)=[O:21])[CH2:3]1)(=[O:45])=[O:44]. Given the reactants [OH:1][C@H:2]1[CH2:6][N:5]([C:7]([O:9][CH2:10][C:11]2[CH:16]=[CH:15][C:14]([N+:17]([O-:19])=[O:18])=[CH:13][CH:12]=2)=[O:8])[C@H:4]([C:20]([C:22]2[N:23]=[CH:24][N:25]3[CH:29]=[CH:28][S:27][C:26]=23)=[O:21])[CH2:3]1.CN(C=O)C.C(N(CC)CC)C.[CH3:42][S:43](Cl)(=[O:45])=[O:44], predict the reaction product.